From a dataset of NCI-60 drug combinations with 297,098 pairs across 59 cell lines. Regression. Given two drug SMILES strings and cell line genomic features, predict the synergy score measuring deviation from expected non-interaction effect. (1) Drug 1: COC1=CC(=CC(=C1O)OC)C2C3C(COC3=O)C(C4=CC5=C(C=C24)OCO5)OC6C(C(C7C(O6)COC(O7)C8=CC=CS8)O)O. Cell line: HT29. Synergy scores: CSS=47.5, Synergy_ZIP=-6.96, Synergy_Bliss=-1.43, Synergy_Loewe=1.72, Synergy_HSA=3.19. Drug 2: CC1=C(C(=CC=C1)Cl)NC(=O)C2=CN=C(S2)NC3=CC(=NC(=N3)C)N4CCN(CC4)CCO. (2) Drug 1: CC(C1=C(C=CC(=C1Cl)F)Cl)OC2=C(N=CC(=C2)C3=CN(N=C3)C4CCNCC4)N. Drug 2: C1=NC2=C(N1)C(=S)N=CN2. Cell line: U251. Synergy scores: CSS=6.29, Synergy_ZIP=-6.60, Synergy_Bliss=-14.2, Synergy_Loewe=-22.9, Synergy_HSA=-14.3. (3) Drug 1: C1C(C(OC1N2C=NC(=NC2=O)N)CO)O. Drug 2: C(CCl)NC(=O)N(CCCl)N=O. Cell line: SK-OV-3. Synergy scores: CSS=-0.726, Synergy_ZIP=1.23, Synergy_Bliss=0.884, Synergy_Loewe=0.0264, Synergy_HSA=-1.02. (4) Drug 1: CC1=C(C=C(C=C1)NC2=NC=CC(=N2)N(C)C3=CC4=NN(C(=C4C=C3)C)C)S(=O)(=O)N.Cl. Drug 2: CN1C(=O)N2C=NC(=C2N=N1)C(=O)N. Cell line: MDA-MB-435. Synergy scores: CSS=-17.1, Synergy_ZIP=5.86, Synergy_Bliss=-1.43, Synergy_Loewe=-8.26, Synergy_HSA=-9.22. (5) Drug 1: C1=C(C(=O)NC(=O)N1)F. Drug 2: CN(C(=O)NC(C=O)C(C(C(CO)O)O)O)N=O. Cell line: CAKI-1. Synergy scores: CSS=24.1, Synergy_ZIP=5.91, Synergy_Bliss=4.39, Synergy_Loewe=-4.79, Synergy_HSA=5.33. (6) Drug 1: CC1OCC2C(O1)C(C(C(O2)OC3C4COC(=O)C4C(C5=CC6=C(C=C35)OCO6)C7=CC(=C(C(=C7)OC)O)OC)O)O. Drug 2: C1CCC(CC1)NC(=O)N(CCCl)N=O. Cell line: PC-3. Synergy scores: CSS=26.6, Synergy_ZIP=-7.91, Synergy_Bliss=-1.39, Synergy_Loewe=-6.34, Synergy_HSA=0.518. (7) Drug 1: CC1=CC2C(CCC3(C2CCC3(C(=O)C)OC(=O)C)C)C4(C1=CC(=O)CC4)C. Drug 2: C1=NNC2=C1C(=O)NC=N2. Cell line: TK-10. Synergy scores: CSS=-3.71, Synergy_ZIP=1.82, Synergy_Bliss=-0.852, Synergy_Loewe=-6.04, Synergy_HSA=-5.38. (8) Drug 1: CC(C1=C(C=CC(=C1Cl)F)Cl)OC2=C(N=CC(=C2)C3=CN(N=C3)C4CCNCC4)N. Drug 2: C1=CC(=CC=C1CC(C(=O)O)N)N(CCCl)CCCl.Cl. Cell line: KM12. Synergy scores: CSS=44.5, Synergy_ZIP=0.0324, Synergy_Bliss=-0.829, Synergy_Loewe=-14.7, Synergy_HSA=1.03.